Dataset: TCR-epitope binding with 47,182 pairs between 192 epitopes and 23,139 TCRs. Task: Binary Classification. Given a T-cell receptor sequence (or CDR3 region) and an epitope sequence, predict whether binding occurs between them. (1) The epitope is RLRAEAQVK. The TCR CDR3 sequence is CASSLEASGPYNEQFF. Result: 1 (the TCR binds to the epitope). (2) The epitope is FQPTNGVGY. The TCR CDR3 sequence is CASSVVSDNEQFF. Result: 0 (the TCR does not bind to the epitope). (3) The TCR CDR3 sequence is CASSARTSGGSDTQYF. Result: 0 (the TCR does not bind to the epitope). The epitope is CINGVCWTV.